Dataset: Reaction yield outcomes from USPTO patents with 853,638 reactions. Task: Predict the reaction yield, written as a fraction of the theoretical maximum amount of product (1.0 means a 100% yield; for example, 0.34 means a 34% yield). The reactants are Cl[CH2:2][C:3]([N:5]1[CH2:10][CH2:9][CH2:8][CH:7]([O:11][C:12]2[CH:13]=[C:14]3[C:19](=[CH:20][C:21]=2[O:22][CH3:23])[N:18]=[CH:17][N:16]=[C:15]3[NH:24][C:25]2[CH:30]=[CH:29][CH:28]=[C:27]([Cl:31])[C:26]=2[F:32])[CH2:6]1)=[O:4].[CH3:33][NH:34][CH3:35]. The catalyst is C(O)C. The product is [Cl:31][C:27]1[C:26]([F:32])=[C:25]([CH:30]=[CH:29][CH:28]=1)[NH:24][C:15]1[C:14]2[C:19](=[CH:20][C:21]([O:22][CH3:23])=[C:12]([O:11][CH:7]3[CH2:8][CH2:9][CH2:10][N:5]([C:3](=[O:4])[CH2:2][N:34]([CH3:35])[CH3:33])[CH2:6]3)[CH:13]=2)[N:18]=[CH:17][N:16]=1. The yield is 0.390.